Dataset: Full USPTO retrosynthesis dataset with 1.9M reactions from patents (1976-2016). Task: Predict the reactants needed to synthesize the given product. (1) Given the product [CH2:33]([O:34][C:2]1[N:7]=[CH:6][N:5]=[C:4]([N:8]2[CH2:13][CH2:12][CH:11]([CH:14]3[CH2:19][CH2:18][N:17]([C:20]([O:22][C:23]([CH3:26])([CH3:25])[CH3:24])=[O:21])[CH2:16][CH2:15]3)[CH2:10][CH2:9]2)[CH:3]=1)[C:27]1[CH:32]=[CH:31][CH:30]=[CH:29][CH:28]=1, predict the reactants needed to synthesize it. The reactants are: Cl[C:2]1[N:7]=[CH:6][N:5]=[C:4]([N:8]2[CH2:13][CH2:12][CH:11]([CH:14]3[CH2:19][CH2:18][N:17]([C:20]([O:22][C:23]([CH3:26])([CH3:25])[CH3:24])=[O:21])[CH2:16][CH2:15]3)[CH2:10][CH2:9]2)[CH:3]=1.[C:27]1([CH2:33][OH:34])[CH:32]=[CH:31][CH:30]=[CH:29][CH:28]=1.[H-].[Na+]. (2) Given the product [C:11]([C:2]1[CH:3]=[C:4]2[C:8](=[N:9][CH:10]=1)[NH:7][CH:6]=[CH:5]2)#[N:12], predict the reactants needed to synthesize it. The reactants are: Br[C:2]1[CH:3]=[C:4]2[C:8](=[N:9][CH:10]=1)[NH:7][CH:6]=[CH:5]2.[C-:11]#[N:12].[Na+]. (3) Given the product [CH2:9]([O:11][C:12](=[O:19])[CH:13]([C:5]1[CH:4]=[CH:3][C:2]([Br:1])=[CH:7][N:6]=1)[C:14]([O:16][CH2:17][CH3:18])=[O:15])[CH3:10], predict the reactants needed to synthesize it. The reactants are: [Br:1][C:2]1[CH:3]=[CH:4][C:5](I)=[N:6][CH:7]=1.[CH2:9]([O:11][C:12](=[O:19])[CH2:13][C:14]([O:16][CH2:17][CH3:18])=[O:15])[CH3:10].C([O-])([O-])=O.[Cs+].[Cs+].N1C=CC=CC=1C(O)=O. (4) Given the product [C:1]([O:5][C:6]([NH:8][CH2:9][CH2:10][O:11][C:12]1[CH:13]=[CH:14][C:15]([CH2:18][CH:19]([O:24][C:26]2[CH:27]=[N:28][CH:29]=[CH:30][CH:31]=2)[C:20]([O:22][CH3:23])=[O:21])=[CH:16][CH:17]=1)=[O:7])([CH3:3])([CH3:4])[CH3:2], predict the reactants needed to synthesize it. The reactants are: [C:1]([O:5][C:6]([NH:8][CH2:9][CH2:10][O:11][C:12]1[CH:17]=[CH:16][C:15]([CH2:18][CH:19]([OH:24])[C:20]([O:22][CH3:23])=[O:21])=[CH:14][CH:13]=1)=[O:7])([CH3:4])([CH3:3])[CH3:2].O[C:26]1[CH:27]=[N:28][CH:29]=[CH:30][CH:31]=1.C1(P(C2C=CC=CC=2)C2C=CC=CC=2)C=CC=CC=1.CCOC(/N=N/C(OCC)=O)=O. (5) Given the product [F:13][CH:2]([F:1])[C:3]1[C:4]([F:12])=[C:5]([CH:6]=[CH:7][CH:8]=1)[NH2:9], predict the reactants needed to synthesize it. The reactants are: [F:1][CH:2]([F:13])[C:3]1[CH:8]=[CH:7][CH:6]=[C:5]([N+:9]([O-])=O)[C:4]=1[F:12]. (6) Given the product [Cl:13][C:14]1[N:22]=[CH:21][N:20]=[C:19]2[C:15]=1[N:16]=[CH:17][N:18]2[C@H:23]1[C@@H:27]2[O:28][C:2]([CH3:7])([CH3:3])[O:29][C@@H:26]2[C@@H:25]([CH2:30][OH:31])[O:24]1, predict the reactants needed to synthesize it. The reactants are: O.[C:2]1(C)[CH:7]=CC(S(O)(=O)=O)=C[CH:3]=1.[Cl:13][C:14]1[N:22]=[CH:21][N:20]=[C:19]2[C:15]=1[N:16]=[CH:17][N:18]2[C@H:23]1[C@H:27]([OH:28])[C@H:26]([OH:29])[C@@H:25]([CH2:30][OH:31])[O:24]1.C([O-])(O)=O.[Na+].